This data is from Forward reaction prediction with 1.9M reactions from USPTO patents (1976-2016). The task is: Predict the product of the given reaction. (1) Given the reactants [Cl:1][C:2]1[C:3]([N:8]2[CH2:13][CH2:12][N:11]([CH2:14][C:15]3[C:16]([CH3:22])=[N:17][N:18]([CH2:20][CH3:21])[CH:19]=3)[CH2:10][CH2:9]2)=[N:4][CH:5]=[CH:6][N:7]=1.C(=O)([O-])[O-].[K+].[K+].[C:29]([NH:32][CH2:33][C:34]1[CH:39]=[CH:38][C:37](B(O)O)=[CH:36][CH:35]=1)(=[O:31])[CH3:30].[Cl-].[NH4+], predict the reaction product. The product is: [ClH:1].[CH2:20]([N:18]1[CH:19]=[C:15]([CH2:14][N:11]2[CH2:12][CH2:13][N:8]([C:3]3[C:2]([C:37]4[CH:38]=[CH:39][C:34]([CH2:33][NH:32][C:29](=[O:31])[CH3:30])=[CH:35][CH:36]=4)=[N:7][CH:6]=[CH:5][N:4]=3)[CH2:9][CH2:10]2)[C:16]([CH3:22])=[N:17]1)[CH3:21]. (2) Given the reactants C([Li])CCC.CCCCCC.Br[C:13]1[CH:18]=[CH:17][CH:16]=[C:15]([Br:19])[CH:14]=1.[O:20]1[C:24]2[CH:25]=[CH:26][C:27]([C:29](=O)[CH3:30])=[CH:28][C:23]=2[CH2:22][CH2:21]1, predict the reaction product. The product is: [Br:19][C:15]1[CH:14]=[C:13]([C:29]([C:27]2[CH:26]=[CH:25][C:24]3[O:20][CH2:21][CH2:22][C:23]=3[CH:28]=2)=[CH2:30])[CH:18]=[CH:17][CH:16]=1.